From a dataset of Peptide-MHC class II binding affinity with 134,281 pairs from IEDB. Regression. Given a peptide amino acid sequence and an MHC pseudo amino acid sequence, predict their binding affinity value. This is MHC class II binding data. (1) The peptide sequence is DPRQGLAVLRKVKRVHHHHHH. The MHC is DRB1_0801 with pseudo-sequence DRB1_0801. The binding affinity (normalized) is 0.560. (2) The peptide sequence is LALGNQEGSLKTALT. The MHC is DRB1_0301 with pseudo-sequence DRB1_0301. The binding affinity (normalized) is 0.118. (3) The peptide sequence is KLIGGIGGFVKVRQYDQILI. The MHC is DRB1_1501 with pseudo-sequence DRB1_1501. The binding affinity (normalized) is 0.835. (4) The peptide sequence is SQDLELSWNYNGLQAY. The MHC is DRB1_0401 with pseudo-sequence DRB1_0401. The binding affinity (normalized) is 0.677. (5) The peptide sequence is PFTVRYTTEGGTKTE. The MHC is DRB1_0401 with pseudo-sequence DRB1_0401. The binding affinity (normalized) is 0.372. (6) The peptide sequence is RLTQSHPILNMIDTK. The MHC is DRB5_0101 with pseudo-sequence DRB5_0101. The binding affinity (normalized) is 0.469. (7) The peptide sequence is VFEAAFNDAIKASTG. The MHC is HLA-DPA10201-DPB11401 with pseudo-sequence HLA-DPA10201-DPB11401. The binding affinity (normalized) is 0.291. (8) The peptide sequence is AALLVVAVGLRVVCAKYALA. The MHC is DRB1_0401 with pseudo-sequence DRB1_0401. The binding affinity (normalized) is 0.335. (9) The MHC is DRB1_0701 with pseudo-sequence DRB1_0701. The peptide sequence is GFKAAVAAAASVP. The binding affinity (normalized) is 0.772.